Dataset: Full USPTO retrosynthesis dataset with 1.9M reactions from patents (1976-2016). Task: Predict the reactants needed to synthesize the given product. (1) Given the product [N:13]1([CH2:12][CH2:11][CH2:10][C:7]2[CH:8]=[CH:9][C:4]([NH2:1])=[CH:5][CH:6]=2)[CH:17]=[CH:16][N:15]=[CH:14]1, predict the reactants needed to synthesize it. The reactants are: [N+:1]([C:4]1[CH:9]=[CH:8][C:7]([CH2:10][CH2:11][CH2:12][N:13]2[CH:17]=[CH:16][N:15]=[CH:14]2)=[CH:6][CH:5]=1)([O-])=O.[Cl-].[Ca+2].[Cl-]. (2) Given the product [CH2:16]([C:18]1([C:27]([O:29][CH3:30])=[O:28])[CH2:21][CH:20]([S:15][C:7]2[CH:8]=[C:9]([CH:13]=[CH:14][C:6]=2[F:5])[C:10]([OH:12])=[O:11])[CH2:19]1)[CH3:17], predict the reactants needed to synthesize it. The reactants are: CS(C)=O.[F:5][C:6]1[CH:14]=[CH:13][C:9]([C:10]([OH:12])=[O:11])=[CH:8][C:7]=1[SH:15].[CH2:16]([C:18]1([C:27]([O:29][CH3:30])=[O:28])[CH2:21][CH:20](OS(C)(=O)=O)[CH2:19]1)[CH3:17].C(=O)([O-])[O-].[Cs+].[Cs+]. (3) The reactants are: [CH3:1][S:2][CH3:3].ClN1C(=O)CCC1=O.[CH3:12][O:13][C:14]([C:16]1[CH:24]=[C:23]2[C:19](C=[CH:21][NH:22]2)=[CH:18][CH:17]=1)=[O:15]. Given the product [CH3:1][S:2][C:3]1[C:19]2[C:23](=[CH:24][C:16]([C:14]([O:13][CH3:12])=[O:15])=[CH:17][CH:18]=2)[NH:22][CH:21]=1, predict the reactants needed to synthesize it. (4) Given the product [O:17]1[CH2:18][CH2:19][O:20][CH:16]1[C:12]1[CH:11]=[C:10]2[C:15](=[CH:14][CH:13]=1)[NH:1][C:4]([C:5]([O:7][CH3:8])=[O:6])=[CH:9]2, predict the reactants needed to synthesize it. The reactants are: [N:1]([C:4](=[CH:9][C:10]1[CH:15]=[CH:14][CH:13]=[C:12]([CH:16]2[O:20][CH2:19][CH2:18][O:17]2)[CH:11]=1)[C:5]([O:7][CH3:8])=[O:6])=[N+]=[N-].